From a dataset of Catalyst prediction with 721,799 reactions and 888 catalyst types from USPTO. Predict which catalyst facilitates the given reaction. (1) Reactant: [Si:1]([O:18][CH:19]([C:21]1[N:22]=[N:23][NH:24][CH:25]=1)[CH3:20])([C:14]([CH3:17])([CH3:16])[CH3:15])([C:8]1[CH:13]=[CH:12][CH:11]=[CH:10][CH:9]=1)[C:2]1[CH:7]=[CH:6][CH:5]=[CH:4][CH:3]=1.[CH2:26]([O:33][C:34](=[O:54])[NH:35][C@@H:36]1[C:39](=[O:40])[N:38]([CH2:41][C:42]2[CH:47]=[CH:46][C:45]([O:48][CH3:49])=[CH:44][C:43]=2[O:50][CH3:51])[C@@H:37]1[CH2:52]O)[C:27]1[CH:32]=[CH:31][CH:30]=[CH:29][CH:28]=1.C1C=CC(P(C2C=CC=CC=2)C2C=CC=CC=2)=CC=1.CC(OC(/N=N/C(OC(C)C)=O)=O)C. Product: [CH2:26]([O:33][C:34](=[O:54])[NH:35][C@@H:36]1[C:39](=[O:40])[N:38]([CH2:41][C:42]2[CH:47]=[CH:46][C:45]([O:48][CH3:49])=[CH:44][C:43]=2[O:50][CH3:51])[C@@H:37]1[CH2:52][N:23]1[N:22]=[C:21]([CH:19]([O:18][Si:1]([C:14]([CH3:15])([CH3:16])[CH3:17])([C:8]2[CH:13]=[CH:12][CH:11]=[CH:10][CH:9]=2)[C:2]2[CH:7]=[CH:6][CH:5]=[CH:4][CH:3]=2)[CH3:20])[CH:25]=[N:24]1)[C:27]1[CH:32]=[CH:31][CH:30]=[CH:29][CH:28]=1. The catalyst class is: 1. (2) Reactant: C([O:4][C@H:5]1[CH2:22][CH2:21][C@@:20]2([CH3:23])[C@@H:7]([CH2:8][CH2:9][C@:10]3([CH3:51])[C@@H:19]2[CH2:18][CH2:17][C@H:16]2[C@@:11]3([CH3:50])[CH2:12][CH2:13][C@@:14]3([C:30]([N:32]4[CH2:36][CH2:35][CH2:34][C@H:33]4[C:37]4[NH:38][C:39]([C:42]5[CH:47]=[CH:46][C:45]([O:48][CH3:49])=[CH:44][CH:43]=5)=[CH:40][N:41]=4)=[O:31])[CH2:26][CH2:25][C@@H:24]([CH:27]([CH3:29])[CH3:28])[C@@H:15]32)[C:6]1([CH3:53])[CH3:52])(=O)C.C1COCC1.[OH-].[Na+]. Product: [OH:4][C@H:5]1[CH2:22][CH2:21][C@@:20]2([CH3:23])[C@@H:7]([CH2:8][CH2:9][C@:10]3([CH3:51])[C@@H:19]2[CH2:18][CH2:17][C@H:16]2[C@@:11]3([CH3:50])[CH2:12][CH2:13][C@@:14]3([C:30]([N:32]4[CH2:36][CH2:35][CH2:34][C@H:33]4[C:37]4[NH:38][C:39]([C:42]5[CH:43]=[CH:44][C:45]([O:48][CH3:49])=[CH:46][CH:47]=5)=[CH:40][N:41]=4)=[O:31])[CH2:26][CH2:25][C@@H:24]([CH:27]([CH3:28])[CH3:29])[C@@H:15]32)[C:6]1([CH3:53])[CH3:52]. The catalyst class is: 24. (3) Reactant: [F:1][C:2]([F:11])([F:10])[CH2:3][CH2:4][CH:5]([C:8]#[N:9])[C:6]#[N:7].FC(F)(F)S(O[CH2:18][C:19]([F:31])([F:30])[C:20]([F:29])([F:28])[C:21]([F:27])([F:26])[C:22]([F:25])([F:24])[F:23])(=O)=O.C(=O)([O-])[O-].[K+].[K+].Cl. Product: [F:30][C:19]([F:31])([C:20]([F:28])([F:29])[C:21]([F:26])([F:27])[C:22]([F:25])([F:24])[F:23])[CH2:18][C:5]([CH2:4][CH2:3][C:2]([F:10])([F:11])[F:1])([C:8]#[N:9])[C:6]#[N:7]. The catalyst class is: 9. (4) The catalyst class is: 10. Product: [CH2:1]([C:3]1[S:4][C:5]2[N:6]([CH2:23][C:24]3[CH:29]=[CH:28][C:27]([C:30]4[CH:35]=[CH:34][CH:33]=[CH:32][C:31]=4[C:36]4[NH:40][C:39](=[O:46])[O:38][N:37]=4)=[CH:26][CH:25]=3)[C:7](=[O:21])[N:8]([CH2:13][CH2:14][C:15]3[CH:20]=[CH:19][CH:18]=[CH:17][CH:16]=3)[C:9](=[O:12])[C:10]=2[N:11]=1)[CH3:2]. Reactant: [CH2:1]([C:3]1[S:4][C:5]2[NH:6][C:7](=[O:21])[N:8]([CH2:13][CH2:14][C:15]3[CH:20]=[CH:19][CH:18]=[CH:17][CH:16]=3)[C:9](=[O:12])[C:10]=2[N:11]=1)[CH3:2].Br[CH2:23][C:24]1[CH:29]=[CH:28][C:27]([C:30]2[CH:35]=[CH:34][CH:33]=[CH:32][C:31]=2[C:36]2[N:40]=[C:39](C(Cl)(Cl)Cl)[O:38][N:37]=2)=[CH:26][CH:25]=1.C(=O)([O-])[O-:46].[K+].[K+]. (5) Reactant: [H-].[Na+].[C:3]([O:7][C:8]([N:10]1[CH2:15][CH2:14][N:13]([S:16]([C:19]2[CH:24]=[CH:23][C:22]([NH:25][C:26](=[O:29])[CH:27]=[CH2:28])=[CH:21][CH:20]=2)(=[O:18])=[O:17])[CH2:12][CH2:11]1)=[O:9])([CH3:6])([CH3:5])[CH3:4].[CH3:30]I. Product: [C:3]([O:7][C:8]([N:10]1[CH2:11][CH2:12][N:13]([S:16]([C:19]2[CH:20]=[CH:21][C:22]([N:25]([C:26](=[O:29])[CH:27]=[CH2:28])[CH3:30])=[CH:23][CH:24]=2)(=[O:17])=[O:18])[CH2:14][CH2:15]1)=[O:9])([CH3:6])([CH3:5])[CH3:4]. The catalyst class is: 1.